This data is from Full USPTO retrosynthesis dataset with 1.9M reactions from patents (1976-2016). The task is: Predict the reactants needed to synthesize the given product. Given the product [Cl:18][C:15]1[CH:16]=[CH:17][C:12]([NH:11][S:8]([C:5]2[CH:6]=[CH:7][C:2]([N:82]3[CH2:87][CH2:86][S:85][CH2:84][CH2:83]3)=[CH:3][CH:4]=2)(=[O:10])=[O:9])=[C:13]([C:19]([C:21]2[CH:26]=[CH:25][N:24]=[CH:23][CH:22]=2)=[O:20])[CH:14]=1, predict the reactants needed to synthesize it. The reactants are: Br[C:2]1[CH:7]=[CH:6][C:5]([S:8]([NH:11][C:12]2[CH:17]=[CH:16][C:15]([Cl:18])=[CH:14][C:13]=2[C:19]([C:21]2[CH:26]=[CH:25][N:24]=[CH:23][CH:22]=2)=[O:20])(=[O:10])=[O:9])=[CH:4][CH:3]=1.O.[O-]P([O-])([O-])=O.[K+].[K+].[K+].C1(P(C2C=CC=CC=2)C2C=CC3C(=CC=CC=3)C=2C2C3C(=CC=CC=3)C=CC=2P(C2C=CC=CC=2)C2C=CC=CC=2)C=CC=CC=1.[NH:82]1[CH2:87][CH2:86][S:85][CH2:84][CH2:83]1.